From a dataset of KCNQ2 potassium channel screen with 302,405 compounds. Binary Classification. Given a drug SMILES string, predict its activity (active/inactive) in a high-throughput screening assay against a specified biological target. (1) The result is 0 (inactive). The compound is S(c1n(c(nn1)C1CC1)CC1OCCC1)CC(=O)Nc1ccc(CC)cc1. (2) The drug is O=C(NC(Cc1ccccc1)C(O)=O)C(NC(=O)N1c2c(NC(=O)C1)cccc2)C(C)C. The result is 0 (inactive). (3) The drug is Fc1c(C(=O)NNC(=O)Cc2c3c(oc2)cc(c(c3)C)C)cccc1. The result is 0 (inactive). (4) The drug is O(c1cc(CNCc2cc(OC)ccc2)cc(OC)c1)C. The result is 0 (inactive). (5) The drug is O=c1n(Cc2ccccc2)cc(cc1C#N)C(=O)c1c(O)ccc(OC)c1. The result is 0 (inactive). (6) The compound is s1c2c(nc1C)ccc(NC(=O)Cc1cc(F)ccc1)c2. The result is 0 (inactive). (7) The compound is S(c1c(OC)cc(C(C(C)C)CNC)c(O)c1)CCCCC. The result is 0 (inactive). (8) The molecule is O1CCN(CC(=O)N2CCCc3c2cccc3)CC1. The result is 0 (inactive). (9) The compound is Brc1cc(S(=O)(=O)N2CCC(CC2)C(=O)NC(C)(C)C)c2N(CCc2c1)C(=O)CC. The result is 0 (inactive).